This data is from Full USPTO retrosynthesis dataset with 1.9M reactions from patents (1976-2016). The task is: Predict the reactants needed to synthesize the given product. Given the product [Br:1][C:2]1[C:3]([C:10]#[N:11])=[N:4][C:5]([Cl:9])=[C:6]([CH2:8][CH:20]([OH:27])[C:21]2[CH:26]=[CH:25][CH:24]=[CH:23][CH:22]=2)[CH:7]=1, predict the reactants needed to synthesize it. The reactants are: [Br:1][C:2]1[C:3]([C:10]#[N:11])=[N:4][C:5]([Cl:9])=[C:6]([CH3:8])[CH:7]=1.[Li+].CC([N-]C(C)C)C.[CH:20](=[O:27])[C:21]1[CH:26]=[CH:25][CH:24]=[CH:23][CH:22]=1.